From a dataset of Peptide-MHC class II binding affinity with 134,281 pairs from IEDB. Regression. Given a peptide amino acid sequence and an MHC pseudo amino acid sequence, predict their binding affinity value. This is MHC class II binding data. (1) The peptide sequence is GATDVDGMAWFTPVG. The MHC is HLA-DPA10201-DPB10101 with pseudo-sequence HLA-DPA10201-DPB10101. The binding affinity (normalized) is 0.103. (2) The peptide sequence is APYHFDLSGHAFGSMAKKGE. The MHC is HLA-DQA10301-DQB10302 with pseudo-sequence HLA-DQA10301-DQB10302. The binding affinity (normalized) is 0.243.